Dataset: CYP2D6 inhibition data for predicting drug metabolism from PubChem BioAssay. Task: Regression/Classification. Given a drug SMILES string, predict its absorption, distribution, metabolism, or excretion properties. Task type varies by dataset: regression for continuous measurements (e.g., permeability, clearance, half-life) or binary classification for categorical outcomes (e.g., BBB penetration, CYP inhibition). Dataset: cyp2d6_veith. (1) The result is 1 (inhibitor). The drug is Cc1cc(-c2cccs2)nc(-n2cccc2)n1. (2) The molecule is CCCn1nnnc1-c1cccc(Cl)c1. The result is 0 (non-inhibitor). (3) The molecule is O=C(NN=C1c2ccccc2-c2ccccc21)c1ccccn1. The result is 0 (non-inhibitor).